This data is from Catalyst prediction with 721,799 reactions and 888 catalyst types from USPTO. The task is: Predict which catalyst facilitates the given reaction. (1) Reactant: [C:1]1([CH2:7][O:8][CH2:9][CH2:10][O:11][CH2:12][CH2:13][O:14][CH2:15][CH2:16][O:17][CH2:18][CH2:19][O:20][CH2:21][CH2:22][O:23][CH2:24][CH2:25]O)[CH:6]=[CH:5][CH:4]=[CH:3][CH:2]=1.CS([O:31][CH2:32][CH2:33][O:34][CH2:35][CH2:36][O:37][CH2:38][CH2:39][O:40][C:41]([C:54]1[CH:59]=[CH:58][CH:57]=[CH:56][CH:55]=1)([C:48]1[CH:53]=[CH:52][CH:51]=[CH:50][CH:49]=1)[C:42]1[CH:47]=[CH:46][CH:45]=[CH:44][CH:43]=1)(=O)=O.[H-].[Na+]. Product: [C:42]1([C:41]([C:54]2[CH:59]=[CH:58][CH:57]=[CH:56][CH:55]=2)([C:48]2[CH:53]=[CH:52][CH:51]=[CH:50][CH:49]=2)[O:40][CH2:39][CH2:38][O:37][CH2:36][CH2:35][O:34][CH2:33][CH2:32][O:31][CH2:25][CH2:24][O:23][CH2:22][CH2:21][O:20][CH2:19][CH2:18][O:17][CH2:16][CH2:15][O:14][CH2:13][CH2:12][O:11][CH2:10][CH2:9][O:8][CH2:7][C:1]2[CH:2]=[CH:3][CH:4]=[CH:5][CH:6]=2)[CH:47]=[CH:46][CH:45]=[CH:44][CH:43]=1. The catalyst class is: 9. (2) Reactant: [CH:1](NC(C)C)(C)C.[Cl:8][C:9]1[CH:16]=[C:15]([N:17]2[C:21](=[O:22])[CH2:20][C@H:19]([OH:23])[C@@H:18]2[CH3:24])[CH:14]=[CH:13][C:10]=1[C:11]#[N:12].CI.C(O)(=O)C. Product: [Cl:8][C:9]1[CH:16]=[C:15]([N:17]2[C:21](=[O:22])[C@@H:20]([CH3:1])[C@H:19]([OH:23])[C@@H:18]2[CH3:24])[CH:14]=[CH:13][C:10]=1[C:11]#[N:12]. The catalyst class is: 20. (3) Reactant: [OH:1]/[N:2]=[C:3](\[NH2:17])/[CH2:4][CH2:5][CH2:6][C:7]1[CH:16]=[CH:15][C:14]2[CH2:13][CH2:12][CH2:11][NH:10][C:9]=2[N:8]=1.[CH3:18][C:19]1([CH3:27])[CH2:25][C:24](=O)[O:23][C:21](=[O:22])[CH2:20]1. Product: [CH3:18][C:19]([CH3:27])([CH2:25][C:24]1[O:1][N:2]=[C:3]([CH2:4][CH2:5][CH2:6][C:7]2[CH:16]=[CH:15][C:14]3[CH2:13][CH2:12][CH2:11][NH:10][C:9]=3[N:8]=2)[N:17]=1)[CH2:20][C:21]([OH:23])=[O:22]. The catalyst class is: 12. (4) Reactant: [Br:1][C:2]1[CH:10]=[CH:9][CH:8]=[C:7]2[C:3]=1[CH:4]=[C:5]([CH:11]([CH3:13])[CH3:12])[CH2:6]2.[Li][CH2:15][CH2:16][CH2:17][CH3:18].Cl[Si:20](Cl)([CH3:22])[CH3:21].O. Product: [Br:1][C:2]1[CH:10]=[CH:9][CH:8]=[C:7]2[C:3]=1[CH:4]=[C:5]([CH:11]([CH3:13])[CH3:12])[CH:6]2[Si:20]([CH:15]1[C:6]2[C:18](=[C:2]([Br:1])[CH:3]=[CH:4][CH:5]=2)[CH:17]=[C:16]1[CH:8]([CH3:9])[CH3:7])([CH3:22])[CH3:21]. The catalyst class is: 28. (5) Reactant: [I:1][C:2]1[C:3]([NH2:14])=[CH:4][C:5]([N:8]2[CH2:13][CH2:12][O:11][CH2:10][CH2:9]2)=[N:6][CH:7]=1.Cl[C:16]1[C:25]2[C:20](=[CH:21][C:22]([F:27])=[CH:23][C:24]=2[F:26])[N:19]=[C:18]([C:28]2[CH:33]=[CH:32][CH:31]=[CH:30][N:29]=2)[C:17]=1[CH3:34].[H-].[Na+].O. Product: [F:26][C:24]1[CH:23]=[C:22]([F:27])[CH:21]=[C:20]2[C:25]=1[C:16]([NH:14][C:3]1[C:2]([I:1])=[CH:7][N:6]=[C:5]([N:8]3[CH2:9][CH2:10][O:11][CH2:12][CH2:13]3)[CH:4]=1)=[C:17]([CH3:34])[C:18]([C:28]1[CH:33]=[CH:32][CH:31]=[CH:30][N:29]=1)=[N:19]2. The catalyst class is: 57.